From a dataset of Catalyst prediction with 721,799 reactions and 888 catalyst types from USPTO. Predict which catalyst facilitates the given reaction. (1) Reactant: [CH3:1][C@@:2]12[C@H:13]3[CH2:14][CH2:15][C@:16]4([CH3:27])[C@@:21]5([O:26][C:24](=[O:25])[CH2:23][CH2:22]5)[C@@H:20]5[C@@H:18]([CH2:19]5)[C@H:17]4[C@@H:12]3[C@@H:11]3[C@@H:9]([CH2:10]3)[C:8]1=[CH:7][C:5](=[O:6])[CH2:4][CH2:3]2.[CH2:28](O)C. Product: [CH3:1][C@@:2]12[C@H:13]3[CH2:14][CH2:15][C@:16]4([CH3:27])[C@@:21]5([O:26][C:24](=[O:25])[CH2:23][CH2:22]5)[C@@H:20]5[C@@H:18]([CH2:19]5)[C@H:17]4[C@@H:12]3[C@@H:11]3[C@@H:9]([CH2:10]3)[C:8]1=[CH:7][C:5](=[O:6])[CH2:4][CH2:3]2.[CH3:22][C:23]([C:24]([O:26][CH3:21])=[O:25])=[CH2:28]. The catalyst class is: 21. (2) Reactant: C(=O)([O-])[O-].[K+].[K+].[N+](C1C=CC=CC=1S([O:19][C:20]1[CH:25]=[CH:24][C:23]([CH:26]2[O:31][CH2:30][CH2:29][N:28](S(C3C=CC=CC=3[N+]([O-])=O)(=O)=O)[CH2:27]2)=[CH:22][CH:21]=1)(=O)=O)([O-])=O.BrC1C=CC(S)=CC=1.Cl. Product: [NH:28]1[CH2:29][CH2:30][O:31][CH:26]([C:23]2[CH:24]=[CH:25][C:20]([OH:19])=[CH:21][CH:22]=2)[CH2:27]1. The catalyst class is: 9. (3) Reactant: [Cl:1][C:2]1[CH:10]=[C:9]2[C:5]([C:6]([C:12]3[N:13]=[C:14]4[C:20]([C:21]([OH:23])=O)=[CH:19][N:18]([CH2:24][O:25][CH2:26][CH2:27][Si:28]([CH3:31])([CH3:30])[CH3:29])[C:15]4=[N:16][CH:17]=3)=[N:7][N:8]2[CH3:11])=[CH:4][CH:3]=1.[NH2:32][CH:33]1[CH2:38][CH2:37][CH2:36][CH:35]([OH:39])[CH2:34]1.CN(C(ON1N=NC2C=CC=CC1=2)=[N+](C)C)C.F[P-](F)(F)(F)(F)F.C1C=CC2N(O)N=NC=2C=1.C(N(CC)C(C)C)(C)C. Product: [OH:39][CH:35]1[CH2:36][CH2:37][CH2:38][CH:33]([NH:32][C:21]([C:20]2[C:14]3[C:15](=[N:16][CH:17]=[C:12]([C:6]4[C:5]5[C:9](=[CH:10][C:2]([Cl:1])=[CH:3][CH:4]=5)[N:8]([CH3:11])[N:7]=4)[N:13]=3)[N:18]([CH2:24][O:25][CH2:26][CH2:27][Si:28]([CH3:30])([CH3:29])[CH3:31])[CH:19]=2)=[O:23])[CH2:34]1. The catalyst class is: 3. (4) Reactant: Br[C:2]1[CH:3]=[C:4]([C:8]2[CH:17]=[N:16][C:15]3[C:10](=[C:11]4[CH:25]=[CH:24][CH:23]=[CH:22][C:12]4=[C:13]4[CH:21]=[CH:20][CH:19]=[CH:18][C:14]4=3)[N:9]=2)[CH:5]=[CH:6][CH:7]=1.[B:35]1([B:35]2[O:39][C:38]([CH3:41])([CH3:40])[C:37]([CH3:43])([CH3:42])[O:36]2)[O:39][C:38]([CH3:41])([CH3:40])[C:37]([CH3:43])([CH3:42])[O:36]1.C([O-])(=O)C.[K+].O1CCOCC1. Product: [CH3:41][C:38]1([CH3:40])[C:37]([CH3:42])([CH3:43])[O:36][B:35]([C:2]2[CH:7]=[CH:6][CH:5]=[C:4]([C:8]3[CH:17]=[N:16][C:15]4[C:10](=[C:11]5[CH:25]=[CH:24][CH:23]=[CH:22][C:12]5=[C:13]5[CH:21]=[CH:20][CH:19]=[CH:18][C:14]5=4)[N:9]=3)[CH:3]=2)[O:39]1. The catalyst class is: 93. (5) Reactant: [NH:1]1[CH2:4][CH2:3][C@H:2]1[CH2:5][O:6][C:7]1[CH:8]=[N:9][CH:10]=[C:11]([Cl:13])[CH:12]=1.[CH3:14][C:15]([CH3:17])=O.C(O[BH-](OC(=O)C)OC(=O)C)(=O)C. Product: [Cl:13][C:11]1[CH:10]=[N:9][CH:8]=[C:7]([O:6][CH2:5][C@@H:2]2[CH2:3][CH2:4][N:1]2[CH:15]([CH3:17])[CH3:14])[CH:12]=1. The catalyst class is: 7.